From a dataset of Catalyst prediction with 721,799 reactions and 888 catalyst types from USPTO. Predict which catalyst facilitates the given reaction. (1) Reactant: CO.[BH4-].[Na+].[CH3:5][O:6][C:7]1[CH:49]=[CH:48][C:10]([CH2:11][O:12][C:13]2[N:18]=[C:17]([C:19]3[C:24]4[O:25][C:26]5[C:31]([C:32](=[O:33])[C:23]=4[CH:22]=[CH:21][N:20]=3)=[CH:30][C:29]([NH:34][C:35](=[O:41])[O:36][C:37]([CH3:40])([CH3:39])[CH3:38])=[CH:28][CH:27]=5)[CH:16]=[C:15]([N:42]3[CH2:47][CH2:46][O:45][CH2:44][CH2:43]3)[CH:14]=2)=[CH:9][CH:8]=1.[Cl-].[NH4+]. Product: [OH:33][CH:32]1[C:23]2[CH:22]=[CH:21][N:20]=[C:19]([C:17]3[CH:16]=[C:15]([N:42]4[CH2:43][CH2:44][O:45][CH2:46][CH2:47]4)[CH:14]=[C:13]([O:12][CH2:11][C:10]4[CH:48]=[CH:49][C:7]([O:6][CH3:5])=[CH:8][CH:9]=4)[N:18]=3)[C:24]=2[O:25][C:26]2[C:31]1=[CH:30][C:29]([NH:34][C:35](=[O:41])[O:36][C:37]([CH3:39])([CH3:38])[CH3:40])=[CH:28][CH:27]=2. The catalyst class is: 7. (2) Reactant: [CH2:1]([NH2:8])[C:2]1[CH:7]=[CH:6][CH:5]=[CH:4][CH:3]=1.[CH2:9]([N:16]1[CH2:20][CH2:19][CH:18]([C:21](=O)[CH2:22][F:23])[C:17]1=[O:25])[C:10]1[CH:15]=[CH:14][CH:13]=[CH:12][CH:11]=1.C(O[BH-](OC(=O)C)OC(=O)C)(=O)C.[Na+]. Product: [CH2:9]([N:16]1[CH2:20][CH2:19][CH:18]([CH:21]([NH:8][CH2:1][C:2]2[CH:7]=[CH:6][CH:5]=[CH:4][CH:3]=2)[CH2:22][F:23])[C:17]1=[O:25])[C:10]1[CH:15]=[CH:14][CH:13]=[CH:12][CH:11]=1. The catalyst class is: 68. (3) Reactant: [H-].[Na+].[Cl:3][C:4]1[C:5]([Cl:13])=[C:6]2[CH:12]=[CH:11][NH:10][C:7]2=[N:8][CH:9]=1.[C:14]1([CH3:24])[CH:19]=[CH:18][C:17]([S:20](Cl)(=[O:22])=[O:21])=[CH:16][CH:15]=1.O. Product: [Cl:13][C:5]1[C:4]([Cl:3])=[CH:9][N:8]=[C:7]2[N:10]([S:20]([C:17]3[CH:18]=[CH:19][C:14]([CH3:24])=[CH:15][CH:16]=3)(=[O:22])=[O:21])[CH:11]=[CH:12][C:6]=12. The catalyst class is: 9. (4) Reactant: C[C@H]1P(CCP2[C@H](C)CC[C@H]2C)[C@H](C)CC1.[CH3:17][O:18][C:19](=[O:31])[CH2:20][C:21]1[C:25]2[CH:26]=[CH:27][C:28]([OH:30])=[CH:29][C:24]=2[O:23][CH:22]=1.[H][H]. Product: [CH3:17][O:18][C:19](=[O:31])[CH2:20][CH:21]1[C:25]2[CH:26]=[CH:27][C:28]([OH:30])=[CH:29][C:24]=2[O:23][CH2:22]1. The catalyst class is: 5. (5) Reactant: [N:1]1[CH:6]=[CH:5][CH:4]=[N:3][C:2]=1[O:7][CH:8]1[CH2:13][CH2:12][CH:11]([OH:14])[CH2:10][CH2:9]1.N1C=CC=CC=1.[S:21](Cl)([C:24]1[CH:30]=[CH:29][C:27]([CH3:28])=[CH:26][CH:25]=1)(=[O:23])=[O:22]. Product: [CH3:28][C:27]1[CH:29]=[CH:30][C:24]([S:21]([O:14][CH:11]2[CH2:12][CH2:13][CH:8]([O:7][C:2]3[N:3]=[CH:4][CH:5]=[CH:6][N:1]=3)[CH2:9][CH2:10]2)(=[O:23])=[O:22])=[CH:25][CH:26]=1. The catalyst class is: 146. (6) Reactant: [Cl:1][C:2]1[CH:3]=[C:4](B2OC(C)(C)C(C)(C)O2)[CH:5]=[CH:6][C:7]=1[O:8][C:9]1[CH:14]=[CH:13][CH:12]=[CH:11][CH:10]=1.I[C:25]1[C:33]2[C:28](=[N:29][CH:30]=[N:31][C:32]=2[NH2:34])[NH:27][N:26]=1.C([O-])([O-])=O.[K+].[K+]. Product: [Cl:1][C:2]1[CH:3]=[C:4]([C:25]2[C:33]3[C:28](=[N:29][CH:30]=[N:31][C:32]=3[NH2:34])[NH:27][N:26]=2)[CH:5]=[CH:6][C:7]=1[O:8][C:9]1[CH:10]=[CH:11][CH:12]=[CH:13][CH:14]=1. The catalyst class is: 710. (7) Reactant: [C:1]([O:5][C:6]([NH:8][CH:9]([C:14]([OH:16])=[O:15])[CH2:10][C:11]([OH:13])=O)=[O:7])([CH3:4])([CH3:3])[CH3:2].Cl.CN(C)CCCN=C=NCC. Product: [C:1]([O:5][C:6](=[O:7])[NH:8][CH:9]1[CH2:10][C:11](=[O:13])[O:16][C:14]1=[O:15])([CH3:2])([CH3:3])[CH3:4]. The catalyst class is: 2. (8) Reactant: [N:1]1[CH:6]=[CH:5][CH:4]=[CH:3][N:2]=1.[Cl-].[Al+3].[Cl-].[Cl-].[Si]([C:15]#[N:16])(C)(C)C.[S:17](Cl)([C:20]1[CH:26]=[CH:25][C:23]([CH3:24])=[CH:22][CH:21]=1)(=[O:19])=[O:18]. Product: [S:17]([N:1]1[CH:6]([C:15]#[N:16])[CH:5]=[CH:4][CH:3]=[N:2]1)([C:20]1[CH:26]=[CH:25][C:23]([CH3:24])=[CH:22][CH:21]=1)(=[O:19])=[O:18]. The catalyst class is: 2.